Dataset: Forward reaction prediction with 1.9M reactions from USPTO patents (1976-2016). Task: Predict the product of the given reaction. Given the reactants [N:1]([C:4]1[CH:17]=[CH:16][C:7]([C:8]([NH:10][CH2:11][C:12]([F:15])([F:14])[F:13])=[O:9])=[CH:6][C:5]=1[I:18])=[N+:2]=[N-:3].[C:19]([O:23][CH2:24][CH3:25])(=[O:22])[C:20]#[CH:21], predict the reaction product. The product is: [I:18][C:5]1[CH:6]=[C:7]([C:8]([NH:10][CH2:11][C:12]([F:14])([F:15])[F:13])=[O:9])[CH:16]=[CH:17][C:4]=1[N:1]1[CH:21]=[C:20]([C:19]([O:23][CH2:24][CH3:25])=[O:22])[N:3]=[N:2]1.